From a dataset of Catalyst prediction with 721,799 reactions and 888 catalyst types from USPTO. Predict which catalyst facilitates the given reaction. (1) Reactant: CCN(CC)CC.O[C@@H:9]([CH3:23])[C@@H:10]([NH:14][C:15]([O:17][CH2:18][CH2:19][CH2:20][CH2:21][CH3:22])=[O:16])[C:11]([OH:13])=[O:12].C1CN([P+](ON2N=NC3C=CC=CC2=3)(N2CCCC2)N2CCCC2)CC1.F[P-](F)(F)(F)(F)F. Product: [CH2:18]([O:17][C:15](=[O:16])[NH:14][C@H:10]1[C:11](=[O:13])[O:12][C@H:9]1[CH3:23])[CH2:19][CH2:20][CH2:21][CH3:22]. The catalyst class is: 2. (2) Reactant: Br[C:2]1[CH:3]=[CH:4][C:5]2[N:6]([C:8]([CH3:11])=[N:9][CH:10]=2)[CH:7]=1.[CH2:12]1[C:21]2[C:16](=[CH:17][CH:18]=[CH:19][CH:20]=2)[CH2:15][CH2:14][N:13]1[CH2:22][CH:23]([OH:41])[CH2:24][O:25][C:26]1[CH:31]=[CH:30][CH:29]=[C:28](B2OC(C)(C)C(C)(C)O2)[CH:27]=1.[C:42]([O-])([O-:44])=[O:43].[K+].[K+].O1CCOCC1. Product: [CH2:12]1[C:21]2[C:16](=[CH:17][CH:18]=[CH:19][CH:20]=2)[CH2:15][CH2:14][N:13]1[CH2:22][CH:23]([OH:41])[CH2:24][O:25][C:26]1[CH:31]=[CH:30][CH:29]=[C:28]([C:2]2[CH:3]=[CH:4][C:5]3[N:6]([C:8]([CH3:11])=[N:9][CH:10]=3)[CH:7]=2)[CH:27]=1.[CH:42]([O-:44])=[O:43]. The catalyst class is: 263. (3) Reactant: N(C(OC(C)C)=O)=NC(OC(C)C)=O.[C:15]([O:19][C:20]([N:22]1[CH2:27][CH2:26][N:25]([C:28]2[CH:33]=[CH:32][CH:31]=[CH:30][C:29]=2[OH:34])[CH2:24][CH2:23]1)=[O:21])([CH3:18])([CH3:17])[CH3:16].[N:35]1([CH2:41][CH2:42]O)[CH2:40][CH2:39][O:38][CH2:37][CH2:36]1.C1(P(C2C=CC=CC=2)C2C=CC=CC=2)C=CC=CC=1. Product: [C:15]([O:19][C:20]([N:22]1[CH2:23][CH2:24][N:25]([C:28]2[CH:33]=[CH:32][CH:31]=[CH:30][C:29]=2[O:34][CH2:42][CH2:41][N:35]2[CH2:40][CH2:39][O:38][CH2:37][CH2:36]2)[CH2:26][CH2:27]1)=[O:21])([CH3:18])([CH3:16])[CH3:17]. The catalyst class is: 1. (4) Reactant: [OH:1][CH2:2][C:3]1[CH:4]=[C:5]([NH:10][C:11](=[O:26])[C:12]2[CH:17]=[CH:16][C:15]([CH2:18][N:19]3[CH2:24][CH2:23][N:22]([CH3:25])[CH2:21][CH2:20]3)=[CH:14][CH:13]=2)[CH:6]=[CH:7][C:8]=1[CH3:9].CC(OI1(OC(C)=O)(OC(C)=O)OC(=O)C2C=CC=CC1=2)=O. Product: [CH:2]([C:3]1[CH:4]=[C:5]([NH:10][C:11](=[O:26])[C:12]2[CH:13]=[CH:14][C:15]([CH2:18][N:19]3[CH2:24][CH2:23][N:22]([CH3:25])[CH2:21][CH2:20]3)=[CH:16][CH:17]=2)[CH:6]=[CH:7][C:8]=1[CH3:9])=[O:1]. The catalyst class is: 10. (5) Reactant: [OH:1][C:2]1[CH:3]=[C:4]([CH:9]=[C:10]([OH:12])[CH:11]=1)[C:5]([O:7][CH3:8])=[O:6].[F:13][C:14]([F:26])([F:25])[S:15]([C:18]1[CH:23]=[CH:22][C:21](Cl)=[CH:20][CH:19]=1)(=[O:17])=[O:16].C(=O)([O-])[O-].[K+].[K+].[OH2:33]. Product: [CH3:8][O:7][C:5](=[O:6])[C:4]1[CH:3]=[C:2]([O:1][C:21]2[CH:22]=[CH:23][C:18]([S:15]([C:14]([F:26])([F:25])[F:13])(=[O:17])=[O:16])=[CH:19][CH:20]=2)[CH:11]=[C:10]([O:12][C:21]2[CH:20]=[CH:19][C:18]([S:15]([C:14]([F:26])([F:13])[F:25])(=[O:16])=[O:33])=[CH:23][CH:22]=2)[CH:9]=1. The catalyst class is: 3. (6) The catalyst class is: 5. Reactant: [ClH:1].CCOCC.[F:7][C:8]1[CH:9]=[C:10]2[C:15](=[CH:16][CH:17]=1)[C:14]([CH2:18][N:19]1[C:25](=[O:26])[C@@H:24]([NH:27][C:28](=[O:40])[C@@H:29]([N:31](C)[C:32](=O)OC(C)(C)C)[CH3:30])[CH2:23][CH2:22][C:21]3[CH:41]=[CH:42][CH:43]=[CH:44][C:20]1=3)=[C:13]([O:45][CH3:46])[CH:12]=[CH:11]2. Product: [ClH:1].[F:7][C:8]1[CH:9]=[C:10]2[C:15](=[CH:16][CH:17]=1)[C:14]([CH2:18][N:19]1[C:25](=[O:26])[C@@H:24]([NH:27][C:28](=[O:40])[C@@H:29]([NH:31][CH3:32])[CH3:30])[CH2:23][CH2:22][C:21]3[CH:41]=[CH:42][CH:43]=[CH:44][C:20]1=3)=[C:13]([O:45][CH3:46])[CH:12]=[CH:11]2. (7) Reactant: [CH:1]([C:3]1[N:8]=[N:7][C:6]2[S:9][CH2:10][CH2:11][O:12][C:5]=2[CH:4]=1)=C.I([O-])(=O)(=O)=[O:14].[Na+].C(=O)(O)[O-].[Na+]. Product: [N:7]1[C:6]2[S:9][CH2:10][CH2:11][O:12][C:5]=2[CH:4]=[C:3]([CH:1]=[O:14])[N:8]=1. The catalyst class is: 785. (8) Reactant: C([O:4][C@H:5]1[CH2:22][CH2:21][C@@:20]2([CH3:23])[C@@H:7]([CH2:8][CH2:9][C@:10]3([CH3:45])[C@@H:19]2[CH2:18][CH2:17][C@H:16]2[C@@:11]3([CH3:44])[CH2:12][CH2:13][C@@:14]3([C:31]([N:33]4[CH2:38][CH2:37][CH:36]([O:39][CH2:40][CH2:41][O:42][CH3:43])[CH2:35][CH2:34]4)=[O:32])[CH2:26][CH2:25][C@@H:24]([C:27]4([CH3:30])[CH2:29][CH2:28]4)[C@@H:15]32)[C:6]1([CH3:47])[CH3:46])(=O)C.CO. Product: [OH:4][C@H:5]1[CH2:22][CH2:21][C@@:20]2([CH3:23])[C@@H:7]([CH2:8][CH2:9][C@:10]3([CH3:45])[C@@H:19]2[CH2:18][CH2:17][C@H:16]2[C@@:11]3([CH3:44])[CH2:12][CH2:13][C@@:14]3([C:31]([N:33]4[CH2:34][CH2:35][CH:36]([O:39][CH2:40][CH2:41][O:42][CH3:43])[CH2:37][CH2:38]4)=[O:32])[CH2:26][CH2:25][C@@H:24]([C:27]4([CH3:30])[CH2:29][CH2:28]4)[C@@H:15]32)[C:6]1([CH3:47])[CH3:46]. The catalyst class is: 134. (9) Reactant: [Br:1][C:2]1[N:7]=[C:6]([NH:8][CH2:9][C:10]2[C:11]([F:21])=[C:12]3[C:17](=[CH:18][C:19]=2[F:20])[N:16]=[CH:15][CH:14]=[CH:13]3)[C:5]([NH2:22])=[N:4][CH:3]=1.[N:23]([O-])=O.[Na+]. Product: [Br:1][C:2]1[N:7]=[C:6]2[N:8]([CH2:9][C:10]3[C:11]([F:21])=[C:12]4[C:17](=[CH:18][C:19]=3[F:20])[N:16]=[CH:15][CH:14]=[CH:13]4)[N:23]=[N:22][C:5]2=[N:4][CH:3]=1. The catalyst class is: 86.